Dataset: Full USPTO retrosynthesis dataset with 1.9M reactions from patents (1976-2016). Task: Predict the reactants needed to synthesize the given product. (1) The reactants are: P(Cl)(Cl)(Cl)=O.[C:6]1([N:12]([C:19]2[CH:24]=[CH:23][CH:22]=[CH:21][CH:20]=2)[C:13]2[CH:18]=[CH:17][CH:16]=[CH:15][CH:14]=2)[CH:11]=[CH:10][CH:9]=[CH:8][CH:7]=1.[OH-].[K+].CN(C)[CH:29]=[O:30]. Given the product [C:19]1([N:12]([C:6]2[CH:7]=[CH:8][CH:9]=[CH:10][CH:11]=2)[C:13]2[CH:18]=[CH:17][C:16]([CH:29]=[O:30])=[CH:15][CH:14]=2)[CH:20]=[CH:21][CH:22]=[CH:23][CH:24]=1, predict the reactants needed to synthesize it. (2) Given the product [CH3:25][O:24][CH2:23][CH2:22][O:1][C:2]1[CH:3]=[CH:4][C:5]([N+:12]([O-:14])=[O:13])=[C:6]([CH:11]=1)[C:7]([O:9][CH3:10])=[O:8], predict the reactants needed to synthesize it. The reactants are: [OH:1][C:2]1[CH:3]=[CH:4][C:5]([N+:12]([O-:14])=[O:13])=[C:6]([CH:11]=1)[C:7]([O:9][CH3:10])=[O:8].C(=O)([O-])[O-].[K+].[K+].Br[CH2:22][CH2:23][O:24][CH3:25]. (3) Given the product [F:1][C:2]1[CH:7]=[C:6]([CH2:8][S:9]([CH3:12])(=[O:11])=[O:10])[CH:5]=[CH:4][C:3]=1[C:13]1[CH:14]=[C:15]2[CH2:21][CH:20]([CH:22]3[CH2:27][CH2:26][N:25]([C:28]([NH:31][OH:32])=[NH:29])[CH2:24][CH2:23]3)[O:19][C:16]2=[CH:17][N:18]=1, predict the reactants needed to synthesize it. The reactants are: [F:1][C:2]1[CH:7]=[C:6]([CH2:8][S:9]([CH3:12])(=[O:11])=[O:10])[CH:5]=[CH:4][C:3]=1[C:13]1[CH:14]=[C:15]2[CH2:21][CH:20]([CH:22]3[CH2:27][CH2:26][N:25]([C:28]#[N:29])[CH2:24][CH2:23]3)[O:19][C:16]2=[CH:17][N:18]=1.Cl.[NH2:31][OH:32]. (4) Given the product [OH:7][C@H:5]([CH3:6])[C@H:4]([O:8][C:10]1[N:20]=[CH:19][CH:18]=[C:17]([CH:21]=[CH2:22])[C:11]=1[C:12]([O:14][CH2:15][CH3:16])=[O:13])[CH3:3], predict the reactants needed to synthesize it. The reactants are: [H-].[Na+].[CH3:3][C@@H:4]([OH:8])[C@H:5]([OH:7])[CH3:6].F[C:10]1[N:20]=[CH:19][CH:18]=[C:17]([CH:21]=[CH2:22])[C:11]=1[C:12]([O:14][CH2:15][CH3:16])=[O:13]. (5) Given the product [Cl:1][C:2]1[CH:9]=[CH:8][CH:7]=[C:6]([CH3:10])[C:3]=1[CH:4]=[O:31], predict the reactants needed to synthesize it. The reactants are: [Cl:1][C:2]1[CH:9]=[CH:8][CH:7]=[C:6]([CH3:10])[C:3]=1[C:4]#N.[H-].C([Al+]CC(C)C)C(C)C.CC(C[AlH]CC(C)C)C.Cl.[OH2:31].